Dataset: Full USPTO retrosynthesis dataset with 1.9M reactions from patents (1976-2016). Task: Predict the reactants needed to synthesize the given product. (1) Given the product [N+:24]([C:21]1[CH:20]=[CH:19][C:18]([O:17][C:15](=[O:16])[NH:13][C:10]2[CH:11]=[N:12][C:7]([O:6][CH:1]3[CH2:2][CH2:3][CH2:4][CH2:5]3)=[CH:8][CH:9]=2)=[CH:23][CH:22]=1)([O-:26])=[O:25], predict the reactants needed to synthesize it. The reactants are: [CH:1]1([O:6][C:7]2[N:12]=[CH:11][C:10]([NH2:13])=[CH:9][CH:8]=2)[CH2:5][CH2:4][CH2:3][CH2:2]1.Cl[C:15]([O:17][C:18]1[CH:23]=[CH:22][C:21]([N+:24]([O-:26])=[O:25])=[CH:20][CH:19]=1)=[O:16]. (2) Given the product [Cl:15][C:11]1[C:12]([CH3:14])=[CH:13][C:8]2[N:7]=[C:19]([C:20]3[CH:25]=[CH:24][CH:23]=[C:22]([C:26]4[CH:31]=[CH:30][CH:29]=[CH:28][N:27]=4)[CH:21]=3)[CH2:18][C:17](=[O:33])[NH:16][C:9]=2[CH:10]=1, predict the reactants needed to synthesize it. The reactants are: C(OC(=O)[NH:7][C:8]1[CH:13]=[C:12]([CH3:14])[C:11]([Cl:15])=[CH:10][C:9]=1[NH:16][C:17](=[O:33])[CH2:18][C:19](=O)[C:20]1[CH:25]=[CH:24][CH:23]=[C:22]([C:26]2[CH:31]=[CH:30][CH:29]=[CH:28][N:27]=2)[CH:21]=1)(C)(C)C.C(O)(C(F)(F)F)=O. (3) Given the product [Cl:7][C:8]1[CH:13]=[CH:12][C:11]([C:14]2[S:18][C:17]([C:19]([N:39]([O:5][CH3:1])[CH3:37])=[O:20])=[C:16]([C:22]3[CH:23]=[CH:24][C:25]([S:28](=[O:31])(=[O:30])[N:29]=[CH:32][N:33]([CH3:35])[CH3:34])=[CH:26][CH:27]=3)[CH:15]=2)=[CH:10][CH:9]=1, predict the reactants needed to synthesize it. The reactants are: [C:1](Cl)(=[O:5])C(Cl)=O.[Cl:7][C:8]1[CH:13]=[CH:12][C:11]([C:14]2[S:18][C:17]([C:19](O)=[O:20])=[C:16]([C:22]3[CH:27]=[CH:26][C:25]([S:28](=[O:31])(=[O:30])[NH2:29])=[CH:24][CH:23]=3)[CH:15]=2)=[CH:10][CH:9]=1.[CH3:32][N:33]([CH:35]=O)[CH3:34].[CH2:37]([N:39](CC)CC)C. (4) Given the product [Cl:52][CH2:53][CH2:54][O:26][C:23]1[CH:24]=[CH:25][C:20]([CH2:19][N:9]2[C:8](=[O:29])[C:7]([C:5]([NH:37][C:36]3[CH:38]=[CH:39][C:33]([C:32]([F:31])([F:50])[F:51])=[CH:34][C:35]=3[C:40]3[CH:45]=[C:44]([C:46]([F:49])([F:48])[F:47])[N:43]=[CH:42][N:41]=3)=[O:4])=[C:16]([OH:17])[C:11]3([CH2:15][CH2:14][CH2:13][CH2:12]3)[N:10]2[CH3:18])=[C:21]([F:28])[C:22]=1[F:27], predict the reactants needed to synthesize it. The reactants are: CC(C)C[O:4][C:5]([C:7]1[C:8](=[O:29])[N:9]([CH2:19][C:20]2[CH:25]=[CH:24][C:23]([OH:26])=[C:22]([F:27])[C:21]=2[F:28])[N:10]([CH3:18])[C:11]2([C:16]=1[OH:17])[CH2:15][CH2:14][CH2:13][CH2:12]2)=O.[F:31][C:32]([F:51])([F:50])[C:33]1[CH:39]=[CH:38][C:36]([NH2:37])=[C:35]([C:40]2[CH:45]=[C:44]([C:46]([F:49])([F:48])[F:47])[N:43]=[CH:42][N:41]=2)[CH:34]=1.[Cl:52][CH2:53][CH2:54]Cl.C(=O)([O-])[O-].[K+].[K+]. (5) The reactants are: CCOP(OCC)([CH2:6][C:7]#[N:8])=O.[H-].[Na+].[Cl:14][C:15]1[CH:16]=[C:17]([CH:22]2[C:31]3[C:26](=[CH:27][CH:28]=[CH:29][CH:30]=3)[CH2:25][C:24](=O)[CH2:23]2)[CH:18]=[CH:19][C:20]=1[Cl:21]. Given the product [Cl:14][C:15]1[CH:16]=[C:17]([CH:22]2[C:31]3[C:26](=[CH:27][CH:28]=[CH:29][CH:30]=3)[CH:25]=[C:24]([CH2:6][C:7]#[N:8])[CH2:23]2)[CH:18]=[CH:19][C:20]=1[Cl:21], predict the reactants needed to synthesize it.